From a dataset of Reaction yield outcomes from USPTO patents with 853,638 reactions. Predict the reaction yield, written as a fraction of the theoretical maximum amount of product (1.0 means a 100% yield; for example, 0.34 means a 34% yield). (1) The reactants are Br[C:2]1[CH:3]=[C:4]([NH:16][S:17]([CH2:20][CH3:21])(=[O:19])=[O:18])[CH:5]=[C:6]([O:8][CH2:9][C:10]2[CH:15]=[CH:14][CH:13]=[CH:12][CH:11]=2)[CH:7]=1.[CH3:22][N:23]1[CH:28]=[C:27](B2OC(C)(C)C(C)(C)O2)[CH:26]=[C:25]([CH3:38])[C:24]1=[O:39].[O-]P([O-])([O-])=O.[K+].[K+].[K+]. The catalyst is O1CCOCC1.O.C1C=CC(P(C2C=CC=CC=2)[C-]2C=CC=C2)=CC=1.C1C=CC(P(C2C=CC=CC=2)[C-]2C=CC=C2)=CC=1.Cl[Pd]Cl.[Fe+2]. The product is [CH3:22][N:23]1[C:24](=[O:39])[C:25]([CH3:38])=[CH:26][C:27]([C:2]2[CH:3]=[C:4]([NH:16][S:17]([CH2:20][CH3:21])(=[O:19])=[O:18])[CH:5]=[C:6]([O:8][CH2:9][C:10]3[CH:15]=[CH:14][CH:13]=[CH:12][CH:11]=3)[CH:7]=2)=[CH:28]1. The yield is 0.940. (2) The reactants are C(N(CC)CC)C.Br[CH:9]([OH:11])[CH3:10].[Br:12][C:13]1[CH:14]=[C:15]([NH2:20])[CH:16]=[CH:17][C:18]=1[CH3:19].O. The catalyst is C1(C)C=CC=CC=1. The product is [Br:12][C:13]1[CH:14]=[C:15]([NH:20][CH2:10][CH2:9][OH:11])[CH:16]=[CH:17][C:18]=1[CH3:19]. The yield is 0.620. (3) The reactants are [C:1]([C:8]1[CH:17]=[CH:16][C:15]2[C:10](=[CH:11][CH:12]=[CH:13][CH:14]=2)[C:9]=1[O:18][CH2:19][C:20](O)=[O:21])([O:3][C:4]([CH3:7])([CH3:6])[CH3:5])=[O:2].Cl.[CH3:24][O:25][C:26](=[O:32])[C@H:27]([CH:29]([CH3:31])[CH3:30])[NH2:28].N1(OC(N(C)C)=[N+](C)C)C2N=CC=CC=2N=N1.C(N(C(C)C)CC)(C)C. The catalyst is CN1CCCC1=O.C(Cl)Cl. The product is [CH3:24][O:25][C:26](=[O:32])[C@H:27]([CH:29]([CH3:31])[CH3:30])[NH:28][C:20](=[O:21])[CH2:19][O:18][C:9]1[C:10]2[C:15](=[CH:14][CH:13]=[CH:12][CH:11]=2)[CH:16]=[CH:17][C:8]=1[C:1]([O:3][C:4]([CH3:5])([CH3:7])[CH3:6])=[O:2]. The yield is 0.850. (4) The reactants are [Br:1][C:2]1[CH:7]=[C:6]([O:8][CH2:9][C:10]2[CH:15]=[CH:14][CH:13]=[CH:12][CH:11]=2)[C:5]([NH:16][C:17](=O)[CH3:18])=[C:4]([N+:20]([O-])=O)[CH:3]=1. The catalyst is C(O)(=O)C.[Fe]. The product is [Br:1][C:2]1[CH:7]=[C:6]([O:8][CH2:9][C:10]2[CH:15]=[CH:14][CH:13]=[CH:12][CH:11]=2)[C:5]2[N:16]=[C:17]([CH3:18])[NH:20][C:4]=2[CH:3]=1. The yield is 0.530. (5) The reactants are [CH3:1][CH:2]1[NH:7][CH2:6][CH2:5][N:4]([C:8]2[CH:15]=[CH:14][C:11]([C:12]#[N:13])=[CH:10][N:9]=2)[CH2:3]1.[F:16][C:17]([F:33])([F:32])[C:18]1[O:22][N:21]=[C:20]([C:23]2[CH:24]=[C:25]([CH:29]=[CH:30][CH:31]=2)[C:26](O)=[O:27])[N:19]=1. No catalyst specified. The product is [CH3:1][CH:2]1[N:7]([C:26](=[O:27])[C:25]2[CH:29]=[CH:30][CH:31]=[C:23]([C:20]3[N:19]=[C:18]([C:17]([F:33])([F:32])[F:16])[O:22][N:21]=3)[CH:24]=2)[CH2:6][CH2:5][N:4]([C:8]2[CH:15]=[CH:14][C:11]([C:12]#[N:13])=[CH:10][N:9]=2)[CH2:3]1. The yield is 0.390. (6) The reactants are [NH2:1][C:2]1[C:10]([F:11])=[CH:9][C:8]([Br:12])=[CH:7][C:3]=1[C:4]([OH:6])=O.CN(C(O[N:21]1N=N[C:23]2C=CC=N[C:22]1=2)=[N+](C)C)C.F[P-](F)(F)(F)(F)F.CCN(C(C)C)C(C)C.C(N)C. The catalyst is CN(C=O)C. The product is [NH2:1][C:2]1[C:10]([F:11])=[CH:9][C:8]([Br:12])=[CH:7][C:3]=1[C:4]([NH:21][CH2:22][CH3:23])=[O:6]. The yield is 0.630. (7) The reactants are [Br:1][C:2]1[C:3]([O:11][CH:12]([CH3:14])[CH3:13])=[N:4][CH:5]=[C:6]([CH:10]=1)[C:7]([OH:9])=O.C1C=CC2N(O)N=NC=2C=1.C(Cl)CCl.O/[N:30]=[C:31](/[C:33]1[CH:38]=[CH:37][C:36]([NH:39][C@H:40]2[CH2:44][CH2:43][C@@H:42]([C:45]([O:47][CH2:48][CH3:49])=[O:46])[CH2:41]2)=[CH:35][CH:34]=1)\[NH2:32]. The catalyst is CN(C=O)C.O.C(OCC)(=O)C. The product is [Br:1][C:2]1[CH:10]=[C:6]([C:7]2[O:9][N:32]=[C:31]([C:33]3[CH:38]=[CH:37][C:36]([NH:39][C@H:40]4[CH2:44][CH2:43][C@@H:42]([C:45]([O:47][CH2:48][CH3:49])=[O:46])[CH2:41]4)=[CH:35][CH:34]=3)[N:30]=2)[CH:5]=[N:4][C:3]=1[O:11][CH:12]([CH3:14])[CH3:13]. The yield is 0.116.